This data is from Reaction yield outcomes from USPTO patents with 853,638 reactions. The task is: Predict the reaction yield, written as a fraction of the theoretical maximum amount of product (1.0 means a 100% yield; for example, 0.34 means a 34% yield). (1) The reactants are [F:1][C:2]1[C:3]([C:12]#[C:13][Si](C)(C)C)=[C:4]([C:10]#[N:11])[C:5](=[CH:8][CH:9]=1)[C:6]#[N:7].C1COCC1.CCCC[N+](CCCC)(CCCC)CCCC.[F-]. The catalyst is O. The product is [C:12]([C:3]1[C:2]([F:1])=[CH:9][CH:8]=[C:5]([C:6]#[N:7])[C:4]=1[C:10]#[N:11])#[CH:13]. The yield is 0.300. (2) The reactants are Br[C:2]1[CH:10]=[C:9]([NH2:11])[C:8]([O:12][CH3:13])=[C:7]2[C:3]=1[C:4]1[CH:17]=[C:16]([CH3:18])[CH:15]=[N:14][C:5]=1[NH:6]2.[CH2:19]([S:21]([C:24]1[CH:25]=[C:26](B(O)O)[CH:27]=[CH:28][CH:29]=1)(=[O:23])=[O:22])[CH3:20].O1CCOCC1.C([O-])([O-])=O.[K+].[K+]. The catalyst is CCOC(C)=O.C1C=CC([P]([Pd]([P](C2C=CC=CC=2)(C2C=CC=CC=2)C2C=CC=CC=2)([P](C2C=CC=CC=2)(C2C=CC=CC=2)C2C=CC=CC=2)[P](C2C=CC=CC=2)(C2C=CC=CC=2)C2C=CC=CC=2)(C2C=CC=CC=2)C2C=CC=CC=2)=CC=1. The product is [CH2:19]([S:21]([C:24]1[CH:29]=[C:28]([C:2]2[CH:10]=[C:9]([NH2:11])[C:8]([O:12][CH3:13])=[C:7]3[C:3]=2[C:4]2[CH:17]=[C:16]([CH3:18])[CH:15]=[N:14][C:5]=2[NH:6]3)[CH:27]=[CH:26][CH:25]=1)(=[O:22])=[O:23])[CH3:20]. The yield is 0.820. (3) The reactants are [CH3:1][O:2][C:3]1[CH:8]=[CH:7][CH:6]=[CH:5][C:4]=1[CH:9]1[O:14][CH2:13][CH2:12][CH2:11][O:10]1.[H-].C([Al+]CC(C)C)C(C)C.C(OCC)(=O)C. The catalyst is C1(C)C=CC=CC=1. The product is [CH3:1][O:2][C:3]1[CH:8]=[CH:7][CH:6]=[CH:5][C:4]=1[CH2:9][O:10][CH2:11][CH2:12][CH2:13][OH:14]. The yield is 0.980. (4) The product is [N+:19]([C:14]1[C:13]([S:1][C:2]2[CH:3]=[CH:4][C:5]([C:6]([O:8][CH3:9])=[O:7])=[CH:10][CH:11]=2)=[CH:18][CH:17]=[CH:16][N:15]=1)([O-:21])=[O:20]. The yield is 0.841. The reactants are [SH:1][C:2]1[CH:11]=[CH:10][C:5]([C:6]([O:8][CH3:9])=[O:7])=[CH:4][CH:3]=1.Cl[C:13]1[C:14]([N+:19]([O-:21])=[O:20])=[N:15][CH:16]=[CH:17][CH:18]=1.C(=O)([O-])[O-].[Cs+].[Cs+]. The catalyst is CS(C)=O.O. (5) The reactants are [CH2:1]([O:8][C:9]1[CH:14]=[CH:13][C:12]([C:15]2[S:16][C:17]3[CH:22]=[CH:21][N:20]=[CH:19][C:18]=3[N:23]=2)=[CH:11][CH:10]=1)[C:2]1[CH:7]=[CH:6][CH:5]=[CH:4][CH:3]=1. The catalyst is C(O)(=O)C.[Pt](=O)=O. The product is [CH2:1]([O:8][C:9]1[CH:10]=[CH:11][C:12]([C:15]2[S:16][C:17]3[CH2:22][CH2:21][NH:20][CH2:19][C:18]=3[N:23]=2)=[CH:13][CH:14]=1)[C:2]1[CH:3]=[CH:4][CH:5]=[CH:6][CH:7]=1. The yield is 1.00. (6) The reactants are [NH2:1][C:2]1[CH:10]=[C:6]([C:7]([OH:9])=[O:8])[C:5]([OH:11])=[CH:4][CH:3]=1.[F:12][C:13]([F:23])([F:22])[C:14]1[CH:21]=[CH:20][C:17]([CH2:18]Cl)=[CH:16][CH:15]=1. No catalyst specified. The product is [F:12][C:13]([F:22])([F:23])[C:14]1[CH:21]=[CH:20][C:17]([CH2:18][NH:1][C:2]2[CH:10]=[C:6]([C:7]([OH:9])=[O:8])[C:5]([OH:11])=[CH:4][CH:3]=2)=[CH:16][CH:15]=1. The yield is 0.500. (7) The reactants are [CH2:1]([O:19][CH2:20][CH2:21][NH:22][CH2:23][CH2:24][O:25][CH2:26][CH2:27][CH2:28][CH2:29][CH2:30][CH2:31][CH2:32][CH2:33]/[CH:34]=[CH:35]\[CH2:36][CH2:37][CH2:38][CH2:39][CH2:40][CH2:41][CH2:42][CH3:43])[CH2:2][CH2:3][CH2:4][CH2:5][CH2:6][CH2:7][CH2:8]/[CH:9]=[CH:10]\[CH2:11][CH2:12][CH2:13][CH2:14][CH2:15][CH2:16][CH2:17][CH3:18].[C:44]([O:48][CH2:49][CH3:50])(=[O:47])[CH:45]=[CH2:46].[O-]CC.[Na+]. The catalyst is C(O)C. The product is [CH2:26]([O:25][CH2:24][CH2:23][N:22]([CH2:21][CH2:20][O:19][CH2:1][CH2:2][CH2:3][CH2:4][CH2:5][CH2:6][CH2:7][CH2:8]/[CH:9]=[CH:10]\[CH2:11][CH2:12][CH2:13][CH2:14][CH2:15][CH2:16][CH2:17][CH3:18])[CH2:46][CH2:45][C:44]([O:48][CH2:49][CH3:50])=[O:47])[CH2:27][CH2:28][CH2:29][CH2:30][CH2:31][CH2:32][CH2:33]/[CH:34]=[CH:35]\[CH2:36][CH2:37][CH2:38][CH2:39][CH2:40][CH2:41][CH2:42][CH3:43]. The yield is 0.856. (8) The reactants are [Cl:1][C:2]1[CH:7]=[CH:6][C:5]([C:8]2[N:13]=[C:12]3[C:14](=[O:18])O[C:16](=[O:17])[C:11]3=[N:10][C:9]=2[C:19]2[CH:24]=[CH:23][C:22]([Cl:25])=[CH:21][CH:20]=2)=[CH:4][CH:3]=1.[N:26]1[CH:31]=[CH:30][C:29]([CH2:32][NH2:33])=[CH:28][CH:27]=1.CN(C=O)C.S(Cl)(Cl)=O. The catalyst is C(Cl)Cl. The product is [Cl:25][C:22]1[CH:23]=[CH:24][C:19]([C:9]2[N:10]=[C:11]3[C:16](=[O:17])[N:33]([CH2:32][C:29]4[CH:30]=[CH:31][N:26]=[CH:27][CH:28]=4)[C:14](=[O:18])[C:12]3=[N:13][C:8]=2[C:5]2[CH:4]=[CH:3][C:2]([Cl:1])=[CH:7][CH:6]=2)=[CH:20][CH:21]=1. The yield is 0.390.